Dataset: Full USPTO retrosynthesis dataset with 1.9M reactions from patents (1976-2016). Task: Predict the reactants needed to synthesize the given product. Given the product [Si:1]([O:8][CH:9]1[CH2:13][CH2:12][CH:11]([O:14][S:23]([CH3:22])(=[O:25])=[O:24])[CH2:10]1)([C:4]([CH3:7])([CH3:6])[CH3:5])([CH3:3])[CH3:2], predict the reactants needed to synthesize it. The reactants are: [Si:1]([O:8][CH:9]1[CH2:13][CH2:12][CH:11]([OH:14])[CH2:10]1)([C:4]([CH3:7])([CH3:6])[CH3:5])([CH3:3])[CH3:2].C(N(CC)CC)C.[CH3:22][S:23](Cl)(=[O:25])=[O:24].